This data is from Retrosynthesis with 50K atom-mapped reactions and 10 reaction types from USPTO. The task is: Predict the reactants needed to synthesize the given product. (1) Given the product Nc1ncc(-c2ccc(-c3ccccc3S(=O)(=O)CCCS(=O)(=O)C3CCCCC3)cc2F)cn1, predict the reactants needed to synthesize it. The reactants are: CC1(C)OB(c2ccc(-c3cnc(N)nc3)c(F)c2)OC1(C)C.O=S(=O)(CCCS(=O)(=O)C1CCCCC1)c1ccccc1Br. (2) Given the product O=[N+]([O-])c1cc(N2CCOCC2)cc(C(F)(F)F)c1, predict the reactants needed to synthesize it. The reactants are: C1COCCN1.O=[N+]([O-])c1cc(Br)cc(C(F)(F)F)c1. (3) The reactants are: CC(=O)c1cnc2c(c1)c(O)c(-c1ccccc1)c(=O)n2OCc1ccccc1.NCc1cccc(Cl)c1. Given the product CC(NCc1cccc(Cl)c1)c1cnc2c(c1)c(O)c(-c1ccccc1)c(=O)n2OCc1ccccc1, predict the reactants needed to synthesize it. (4) The reactants are: C[C@@H]1CNCCN1.Cc1ccc(C(C)C)cc1OCc1c(C)nc(-c2c(C)cccc2C)nc1Cl. Given the product Cc1ccc(C(C)C)cc1OCc1c(C)nc(-c2c(C)cccc2C)nc1N1CCN[C@H](C)C1, predict the reactants needed to synthesize it.